Dataset: Full USPTO retrosynthesis dataset with 1.9M reactions from patents (1976-2016). Task: Predict the reactants needed to synthesize the given product. (1) The reactants are: [NH2:1][C:2]([CH3:27])([CH3:26])[CH2:3][NH:4][C:5]1[C:14]2[C:9](=[CH:10][C:11]([O:15][CH2:16][C:17]3[CH:22]=[CH:21][CH:20]=[CH:19][CH:18]=3)=[CH:12][CH:13]=2)[N:8]=[CH:7][C:6]=1[N+:23]([O-:25])=[O:24].[OH-].[Na+].[C:30](O[C:30]([O:32][C:33]([CH3:36])([CH3:35])[CH3:34])=[O:31])([O:32][C:33]([CH3:36])([CH3:35])[CH3:34])=[O:31]. Given the product [C:33]([O:32][C:30](=[O:31])[NH:1][C:2]([CH3:27])([CH3:26])[CH2:3][NH:4][C:5]1[C:14]2[C:9](=[CH:10][C:11]([O:15][CH2:16][C:17]3[CH:22]=[CH:21][CH:20]=[CH:19][CH:18]=3)=[CH:12][CH:13]=2)[N:8]=[CH:7][C:6]=1[N+:23]([O-:25])=[O:24])([CH3:36])([CH3:35])[CH3:34], predict the reactants needed to synthesize it. (2) Given the product [Cl:1][C:2]1[CH:7]=[CH:6][C:5]([C:12]2[CH:17]=[CH:16][N:15]=[CH:14][CH:13]=2)=[CH:4][CH:3]=1, predict the reactants needed to synthesize it. The reactants are: [Cl:1][C:2]1[CH:7]=[CH:6][C:5](B(O)O)=[CH:4][CH:3]=1.Br[C:12]1[CH:17]=[CH:16][N:15]=[CH:14][CH:13]=1.C(=O)([O-])[O-].[K+].[K+]. (3) Given the product [CH:40]1([C:2]2[CH:7]=[CH:6][C:5]([C@@H:8]([NH:10][C:11]([C:13]3[CH:14]=[C:15]4[C:19](=[CH:20][CH:21]=3)[N:18]([CH2:22][C:23]3[CH:24]=[CH:25][C:26]([C:29]5[C:30]([C:35]([OH:37])=[O:36])=[CH:31][CH:32]=[CH:33][CH:34]=5)=[CH:27][CH:28]=3)[C:17]([CH3:38])=[C:16]4[CH3:39])=[O:12])[CH3:9])=[CH:4][CH:3]=2)[CH2:42][CH2:41]1, predict the reactants needed to synthesize it. The reactants are: Br[C:2]1[CH:7]=[CH:6][C:5]([C@@H:8]([NH:10][C:11]([C:13]2[CH:14]=[C:15]3[C:19](=[CH:20][CH:21]=2)[N:18]([CH2:22][C:23]2[CH:28]=[CH:27][C:26]([C:29]4[C:30]([C:35]([OH:37])=[O:36])=[CH:31][CH:32]=[CH:33][CH:34]=4)=[CH:25][CH:24]=2)[C:17]([CH3:38])=[C:16]3[CH3:39])=[O:12])[CH3:9])=[CH:4][CH:3]=1.[CH:40]1(B(O)O)[CH2:42][CH2:41]1.P([O-])([O-])([O-])=O.[K+].[K+].[K+].O. (4) The reactants are: [N+:1]([C:4]1[CH:9]=[CH:8][CH:7]=[CH:6][C:5]=1[CH2:10][C:11](=O)[CH2:12][CH2:13][C:14]([O:16][CH3:17])=[O:15])([O-])=O. Given the product [NH:1]1[C:4]2[C:5](=[CH:6][CH:7]=[CH:8][CH:9]=2)[CH:10]=[C:11]1[CH2:12][CH2:13][C:14]([O:16][CH3:17])=[O:15], predict the reactants needed to synthesize it. (5) Given the product [N+:8]([C:5]1[CH:6]=[CH:7][C:2]([N:11]2[CH:15]=[CH:14][CH:13]=[N:12]2)=[CH:3][CH:4]=1)([O-:10])=[O:9], predict the reactants needed to synthesize it. The reactants are: Cl[C:2]1[CH:7]=[CH:6][C:5]([N+:8]([O-:10])=[O:9])=[CH:4][CH:3]=1.[NH:11]1[CH:15]=[CH:14][CH:13]=[N:12]1.